Dataset: Forward reaction prediction with 1.9M reactions from USPTO patents (1976-2016). Task: Predict the product of the given reaction. (1) Given the reactants [CH3:1][O:2][CH2:3][C@H:4]([CH3:33])[O:5][C:6]1[CH:7]=[C:8]([CH:20]=[C:21]([C:23]2[NH:24][C:25]([C:28]3[S:29][CH:30]=[CH:31][N:32]=3)=[CH:26][CH:27]=2)[CH:22]=1)[O:9][C:10]1[CH:18]=[CH:17][C:13]([C:14]([OH:16])=O)=[CH:12][C:11]=1[CH3:19].Cl.[NH:35]1[CH2:38][CH2:37][CH2:36]1.CN(C(ON1N=NC2C=CC=NC1=2)=[N+](C)C)C.F[P-](F)(F)(F)(F)F.C(N(CC)C(C)C)(C)C, predict the reaction product. The product is: [N:35]1([C:14]([C:13]2[CH:17]=[CH:18][C:10]([O:9][C:8]3[CH:20]=[C:21]([C:23]4[NH:24][C:25]([C:28]5[S:29][CH:30]=[CH:31][N:32]=5)=[CH:26][CH:27]=4)[CH:22]=[C:6]([O:5][C@@H:4]([CH3:33])[CH2:3][O:2][CH3:1])[CH:7]=3)=[C:11]([CH3:19])[CH:12]=2)=[O:16])[CH2:38][CH2:37][CH2:36]1. (2) Given the reactants C[O:2][C:3](=[O:43])[C:4]1[CH:9]=[CH:8][C:7]([Cl:10])=[CH:6][C:5]=1[N:11]([S:19]([C:22]1[CH:27]=[CH:26][C:25]([O:28][CH2:29][CH2:30][C:31]2[N:32]=[C:33]([C:37]3[CH:42]=[CH:41][CH:40]=[CH:39][CH:38]=3)[O:34][C:35]=2[CH3:36])=[CH:24][CH:23]=1)(=[O:21])=[O:20])C(OC(C)(C)C)=O.[OH-].[Na+], predict the reaction product. The product is: [Cl:10][C:7]1[CH:8]=[CH:9][C:4]([C:3]([OH:43])=[O:2])=[C:5]([NH:11][S:19]([C:22]2[CH:23]=[CH:24][C:25]([O:28][CH2:29][CH2:30][C:31]3[N:32]=[C:33]([C:37]4[CH:38]=[CH:39][CH:40]=[CH:41][CH:42]=4)[O:34][C:35]=3[CH3:36])=[CH:26][CH:27]=2)(=[O:20])=[O:21])[CH:6]=1. (3) Given the reactants [O:1]=[C:2]1[C:6]2[CH:7]=[CH:8][C:9]([CH2:11][NH:12][CH:13]3[CH2:18][CH2:17][N:16](C(OC(C)(C)C)=O)[CH2:15][CH2:14]3)=[CH:10][C:5]=2[CH2:4][O:3]1.[ClH:26], predict the reaction product. The product is: [Cl-:26].[O:1]=[C:2]1[C:6]2[CH:7]=[CH:8][C:9]([CH2:11][NH:12][CH:13]3[CH2:14][CH2:15][NH2+:16][CH2:17][CH2:18]3)=[CH:10][C:5]=2[CH2:4][O:3]1. (4) Given the reactants [Cl:1][C:2]1[CH:7]=[CH:6][C:5]([O:8]C)=[CH:4][C:3]=1[C:10]1[CH:36]=[C:35]([CH3:37])[C:13]2[N:14]=[C:15]([NH:18][C:19]3[CH:24]=[CH:23][C:22]([S:25]([N:28]4[CH2:33][CH2:32][N:31]([CH3:34])[CH2:30][CH2:29]4)(=[O:27])=[O:26])=[CH:21][CH:20]=3)[N:16]=[N:17][C:12]=2[CH:11]=1.B(Br)(Br)Br, predict the reaction product. The product is: [Cl:1][C:2]1[CH:7]=[CH:6][C:5]([OH:8])=[CH:4][C:3]=1[C:10]1[CH:36]=[C:35]([CH3:37])[C:13]2[N:14]=[C:15]([NH:18][C:19]3[CH:20]=[CH:21][C:22]([S:25]([N:28]4[CH2:29][CH2:30][N:31]([CH3:34])[CH2:32][CH2:33]4)(=[O:26])=[O:27])=[CH:23][CH:24]=3)[N:16]=[N:17][C:12]=2[CH:11]=1. (5) The product is: [CH3:8][S:9]([O:25][C@H:22]1[CH2:23][CH2:24][N:20]([CH2:19][C:18]2[CH:17]=[CH:16][C:15]([CH:14]([F:13])[F:29])=[CH:28][CH:27]=2)[C:21]1=[O:26])(=[O:11])=[O:10]. Given the reactants C(N(CC)CC)C.[CH3:8][S:9](Cl)(=[O:11])=[O:10].[F:13][CH:14]([F:29])[C:15]1[CH:28]=[CH:27][C:18]([CH2:19][N:20]2[CH2:24][CH2:23][C@H:22]([OH:25])[C:21]2=[O:26])=[CH:17][CH:16]=1, predict the reaction product. (6) The product is: [C:1]([O:5][C:6]([NH:8][C:9]1[CH2:10][C:11]([C:24](=[O:33])[N:25]([CH2:29][CH2:30][CH2:31][OH:32])[CH2:26][CH2:27][CH3:28])=[CH:12][C:13]2[CH:19]=[CH:18][C:17]([C:20]([OH:22])=[O:21])=[CH:16][C:14]=2[N:15]=1)=[O:7])([CH3:2])([CH3:3])[CH3:4]. Given the reactants [C:1]([O:5][C:6]([NH:8][C:9]1[CH2:10][C:11]([C:24](=[O:33])[N:25]([CH2:29][CH2:30][CH2:31][OH:32])[CH2:26][CH2:27][CH3:28])=[CH:12][C:13]2[CH:19]=[CH:18][C:17]([C:20]([O:22]C)=[O:21])=[CH:16][C:14]=2[N:15]=1)=[O:7])([CH3:4])([CH3:3])[CH3:2].[Li+].[OH-].C(O)(=O)CC(CC(O)=O)(C(O)=O)O, predict the reaction product. (7) Given the reactants [NH2:1][C:2]1[CH:29]=[CH:28][C:5]([C:6]([N:8]2[CH2:13][CH2:12][N:11]([CH2:14][C:15]3[CH:16]=[C:17]([CH:25]=[CH:26][CH:27]=3)[C:18]([NH:20][C:21]([CH3:24])([CH3:23])[CH3:22])=[O:19])[CH2:10][CH2:9]2)=[O:7])=[CH:4][CH:3]=1.C(N(CC)CC)C.[C:37](Cl)(=[O:44])[C:38]1[CH:43]=[CH:42][CH:41]=[CH:40][CH:39]=1.O, predict the reaction product. The product is: [C:37]([NH:1][C:2]1[CH:29]=[CH:28][C:5]([C:6]([N:8]2[CH2:13][CH2:12][N:11]([CH2:14][C:15]3[CH:16]=[C:17]([CH:25]=[CH:26][CH:27]=3)[C:18]([NH:20][C:21]([CH3:24])([CH3:23])[CH3:22])=[O:19])[CH2:10][CH2:9]2)=[O:7])=[CH:4][CH:3]=1)(=[O:44])[C:38]1[CH:43]=[CH:42][CH:41]=[CH:40][CH:39]=1.